From a dataset of Full USPTO retrosynthesis dataset with 1.9M reactions from patents (1976-2016). Predict the reactants needed to synthesize the given product. (1) Given the product [OH:8][C:9]1[C:68]([OH:69])=[C:67]([C:77]([OH:79])=[O:78])[CH:66]=[CH:65][C:10]=1[C:11]([NH:13][CH:14]([CH2:21][N:22]([CH2:23][CH2:24][NH:25][C:26]([C:28]1[CH:33]=[CH:32][N:31]([CH3:34])[C:30](=[O:35])[C:29]=1[OH:36])=[O:27])[CH2:44][CH2:45][NH:46][C:47]([C:49]1[CH:54]=[CH:53][N:52]([CH3:55])[C:51](=[O:56])[C:50]=1[OH:57])=[O:48])[CH2:15][CH2:16][CH2:17][C:18]([OH:20])=[O:19])=[O:12], predict the reactants needed to synthesize it. The reactants are: C([O:8][C:9]1[C:68]([O:69]CC2C=CC=CC=2)=[C:67]([C:77]([OH:79])=[O:78])[CH:66]=[CH:65][C:10]=1[C:11]([NH:13][CH:14]([CH2:21][N:22]([CH2:44][CH2:45][NH:46][C:47]([C:49]1[CH:54]=[CH:53][N:52]([CH3:55])[C:51](=[O:56])[C:50]=1[O:57]CC1C=CC=CC=1)=[O:48])[CH2:23][CH2:24][NH:25][C:26]([C:28]1[CH:33]=[CH:32][N:31]([CH3:34])[C:30](=[O:35])[C:29]=1[O:36]CC1C=CC=CC=1)=[O:27])[CH2:15][CH2:16][CH2:17][C:18]([OH:20])=[O:19])=[O:12])C1C=CC=CC=1.Cl. (2) Given the product [Cl:23][C:24]1[CH:29]=[CH:28][CH:27]=[CH:26][C:25]=1[NH:30][C:31]([O:1][CH2:2][CH2:3][C:4]1[CH:5]=[C:6]([CH2:12][CH:13]([O:19][CH:20]([CH3:21])[CH3:22])[C:14]([OH:16])=[O:15])[CH:7]=[CH:8][C:9]=1[O:10][CH3:11])=[O:32], predict the reactants needed to synthesize it. The reactants are: [OH:1][CH2:2][CH2:3][C:4]1[CH:5]=[C:6]([CH2:12][CH:13]([O:19][CH:20]([CH3:22])[CH3:21])[C:14]([O:16]CC)=[O:15])[CH:7]=[CH:8][C:9]=1[O:10][CH3:11].[Cl:23][C:24]1[CH:29]=[CH:28][CH:27]=[CH:26][C:25]=1[N:30]=[C:31]=[O:32]. (3) Given the product [CH3:29][O:28][C:24](=[O:27])[CH2:25][CH2:26][N:9]1[C:8]2[CH:12]=[C:13]([CH3:17])[CH:14]=[C:15]([CH3:16])[C:7]=2[O:6][C@H:5]([CH2:1][CH:2]([CH3:4])[CH3:3])[C:10]1=[O:11], predict the reactants needed to synthesize it. The reactants are: [CH2:1]([C@@H:5]1[C:10](=[O:11])[NH:9][C:8]2[CH:12]=[C:13]([CH3:17])[CH:14]=[C:15]([CH3:16])[C:7]=2[O:6]1)[CH:2]([CH3:4])[CH3:3].C(=O)([O-])[O-].[K+].[K+].[C:24]([O:28][CH3:29])(=[O:27])[CH:25]=[CH2:26].C(OCC)(=O)C. (4) Given the product [CH:31]1([NH:3][C@@H:4]2[CH2:6][C@H:5]2[C:7]2[CH:8]=[C:9]([C:12]([NH:14][C:15]3[S:16][C:17]([CH3:20])=[N:18][N:19]=3)=[O:13])[S:10][CH:11]=2)[CH2:34][CH2:33][CH2:32]1, predict the reactants needed to synthesize it. The reactants are: Cl.Cl.[NH2:3][C@@H:4]1[CH2:6][C@H:5]1[C:7]1[CH:8]=[C:9]([C:12]([NH:14][C:15]2[S:16][C:17]([CH3:20])=[N:18][N:19]=2)=[O:13])[S:10][CH:11]=1.C(OCC)(OCC)OCC.[C:31]1(=O)[CH2:34][CH2:33][CH2:32]1.[BH4-].[Na+].[Cl-].[NH4+]. (5) Given the product [CH2:17]([O:10][C:9](=[O:11])[CH2:8][C:5]1[CH:4]=[CH:3][C:2]([SH:1])=[CH:7][CH:6]=1)[CH3:18], predict the reactants needed to synthesize it. The reactants are: [SH:1][C:2]1[CH:7]=[CH:6][C:5]([CH2:8][C:9]([OH:11])=[O:10])=[CH:4][CH:3]=1.OS(O)(=O)=O.[CH3:17][CH2:18]O. (6) Given the product [CH3:34][C@@:10]1([CH2:9][OH:8])[S:16][CH2:15][CH2:14][N:13]2[C:17]([C:20]3([C:23]4[CH:24]=[CH:25][C:26]([C:29]5[O:30][CH:31]=[CH:32][N:33]=5)=[CH:27][CH:28]=4)[CH2:22][CH2:21]3)=[N:18][N:19]=[C:12]2[CH2:11]1, predict the reactants needed to synthesize it. The reactants are: [Si]([O:8][CH2:9][C@:10]1([CH3:34])[S:16][CH2:15][CH2:14][N:13]2[C:17]([C:20]3([C:23]4[CH:28]=[CH:27][C:26]([C:29]5[O:30][CH:31]=[CH:32][N:33]=5)=[CH:25][CH:24]=4)[CH2:22][CH2:21]3)=[N:18][N:19]=[C:12]2[CH2:11]1)(C(C)(C)C)(C)C.Cl. (7) The reactants are: [O:1]=[C:2]1[CH2:11][CH2:10][C:9]2[C:4](=[CH:5][CH:6]=[C:7]([O:12][CH2:13][C:14]([O:16]CC)=O)[CH:8]=2)[NH:3]1.O.[NH2:20][NH2:21]. Given the product [O:1]=[C:2]1[CH2:11][CH2:10][C:9]2[C:4](=[CH:5][CH:6]=[C:7]([O:12][CH2:13][C:14]([NH:20][NH2:21])=[O:16])[CH:8]=2)[NH:3]1, predict the reactants needed to synthesize it.